From a dataset of Peptide-MHC class II binding affinity with 134,281 pairs from IEDB. Regression. Given a peptide amino acid sequence and an MHC pseudo amino acid sequence, predict their binding affinity value. This is MHC class II binding data. (1) The peptide sequence is CFAPLYHAMDVTTQ. The MHC is DRB1_0404 with pseudo-sequence DRB1_0404. The binding affinity (normalized) is 0.574. (2) The peptide sequence is DTPYLDITYHFVMQRLPL. The MHC is DRB1_1302 with pseudo-sequence DRB1_1302. The binding affinity (normalized) is 0.0694.